From a dataset of Reaction yield outcomes from USPTO patents with 853,638 reactions. Predict the reaction yield, written as a fraction of the theoretical maximum amount of product (1.0 means a 100% yield; for example, 0.34 means a 34% yield). (1) The reactants are Br[C:2]1[CH:23]=[CH:22][C:5]([C:6]([NH:8][S:9]([C:12]2[CH:17]=[CH:16][CH:15]=[CH:14][C:13]=2[S:18](=[O:21])(=[O:20])[NH2:19])(=[O:11])=[O:10])=[O:7])=[CH:4][C:3]=1[O:24][CH2:25][CH2:26][C:27]([OH:30])([CH3:29])[CH3:28].[CH3:31][CH:32]([CH3:35])[C:33]#[CH:34]. No catalyst specified. The product is [OH:30][C:27]([CH3:29])([CH3:28])[CH2:26][CH2:25][O:24][C:3]1[CH:4]=[C:5]([CH:22]=[CH:23][C:2]=1[C:34]#[C:33][CH:32]([CH3:35])[CH3:31])[C:6]([NH:8][S:9]([C:12]1[CH:17]=[CH:16][CH:15]=[CH:14][C:13]=1[S:18](=[O:21])(=[O:20])[NH2:19])(=[O:11])=[O:10])=[O:7]. The yield is 0.130. (2) The catalyst is O1CCOCC1.Cl[Pd](Cl)([P](C1C=CC=CC=1)(C1C=CC=CC=1)C1C=CC=CC=1)[P](C1C=CC=CC=1)(C1C=CC=CC=1)C1C=CC=CC=1. The yield is 0.710. The reactants are [CH3:1][O:2][C:3]([C:5]1[S:6][C:7](Br)=[CH:8][C:9]=1[O:10][CH:11]([C:13]1[CH:18]=[CH:17][CH:16]=[CH:15][C:14]=1[Cl:19])[CH3:12])=[O:4].[B:21]1([B:21]2[O:25][C:24]([CH3:27])([CH3:26])[C:23]([CH3:29])([CH3:28])[O:22]2)[O:25][C:24]([CH3:27])([CH3:26])[C:23]([CH3:29])([CH3:28])[O:22]1.CC([O-])=O.[K+]. The product is [CH3:1][O:2][C:3]([C:5]1[S:6][C:7]([B:21]2[O:25][C:24]([CH3:27])([CH3:26])[C:23]([CH3:29])([CH3:28])[O:22]2)=[CH:8][C:9]=1[O:10][CH:11]([C:13]1[CH:18]=[CH:17][CH:16]=[CH:15][C:14]=1[Cl:19])[CH3:12])=[O:4].